From a dataset of Peptide-MHC class II binding affinity with 134,281 pairs from IEDB. Regression. Given a peptide amino acid sequence and an MHC pseudo amino acid sequence, predict their binding affinity value. This is MHC class II binding data. The binding affinity (normalized) is 0.719. The peptide sequence is TLTYRMLEPTRVVNW. The MHC is DRB4_0103 with pseudo-sequence DRB4_0103.